The task is: Predict the reaction yield, written as a fraction of the theoretical maximum amount of product (1.0 means a 100% yield; for example, 0.34 means a 34% yield).. This data is from Reaction yield outcomes from USPTO patents with 853,638 reactions. The reactants are [CH3:1][C:2]1[CH:6]=[C:5]([C:7]2[CH:8]=[CH:9][C:10]3[N:11]([C:13]([CH2:16][NH2:17])=[N:14][N:15]=3)[N:12]=2)[S:4][N:3]=1.Cl[C:19]1[CH:20]=[CH:21][N:22]=[C:23]2[C:28]=1[N:27]=[CH:26][C:25]([O:29][CH3:30])=[CH:24]2.CC(O)CC.N. The catalyst is CO. The product is [CH3:30][O:29][C:25]1[CH:24]=[C:23]2[C:28]([C:19]([NH:17][CH2:16][C:13]3[N:11]4[N:12]=[C:7]([C:5]5[S:4][N:3]=[C:2]([CH3:1])[CH:6]=5)[CH:8]=[CH:9][C:10]4=[N:15][N:14]=3)=[CH:20][CH:21]=[N:22]2)=[N:27][CH:26]=1. The yield is 0.800.